This data is from Retrosynthesis with 50K atom-mapped reactions and 10 reaction types from USPTO. The task is: Predict the reactants needed to synthesize the given product. (1) Given the product O=C(Nc1ccc(-n2cccn2)cc1)OCC(Cl)(Cl)Cl, predict the reactants needed to synthesize it. The reactants are: Nc1ccc(-n2cccn2)cc1.O=C(Cl)OCC(Cl)(Cl)Cl. (2) Given the product C#CC(=O)C1(C)CC(c2ccc(C)cc2)=C(C#N)C(=O)N1, predict the reactants needed to synthesize it. The reactants are: C#C[Mg+].CON(C)C(=O)C1(C)CC(c2ccc(C)cc2)=C(C#N)C(=O)N1. (3) Given the product Cc1ccc2c(N3CCN(CCc4cccc(N)c4)CC3)c(F)ccc2n1, predict the reactants needed to synthesize it. The reactants are: Cc1ccc2c(N3CCN(CCc4cccc([N+](=O)[O-])c4)CC3)c(F)ccc2n1.